Task: Predict the product of the given reaction.. Dataset: Forward reaction prediction with 1.9M reactions from USPTO patents (1976-2016) (1) Given the reactants Br[C:2]1[CH:7]=[CH:6][C:5]([C:8]([CH3:12])([CH3:11])[C:9]#[N:10])=[C:4]([CH3:13])[CH:3]=1.C([Li])CCC.CON(C)[C:22](=[O:24])[CH3:23], predict the reaction product. The product is: [C:22]([C:2]1[CH:7]=[CH:6][C:5]([C:8]([CH3:12])([CH3:11])[C:9]#[N:10])=[C:4]([CH3:13])[CH:3]=1)(=[O:24])[CH3:23]. (2) Given the reactants C(O[C:6]([N:8]([C:40](OC(C)(C)C)=O)[C:9](=[O:39])[C:10]1[CH:15]=[C:14]([N:16]2[CH2:20][CH2:19][CH2:18][C:17]2=[O:21])[CH:13]=[CH:12][C:11]=1[C:22]([N:24]1[CH2:29][CH2:28][N:27]([C:30]2[C:35]([CH3:36])=[CH:34][C:33]([CH2:37][CH3:38])=[CH:32][N:31]=2)[CH2:26][CH2:25]1)=[O:23])=O)(C)(C)C, predict the reaction product. The product is: [CH2:37]([C:33]1[CH:34]=[C:35]([CH3:36])[C:30]([N:27]2[CH2:26][CH2:25][N:24]([C:22]([C:11]3[CH:12]=[CH:13][C:14]([N:16]4[CH2:20][CH2:19][CH2:18][C:17]4=[O:21])=[CH:15][C:10]=3[C:9]([N:8]([CH3:6])[CH3:40])=[O:39])=[O:23])[CH2:29][CH2:28]2)=[N:31][CH:32]=1)[CH3:38]. (3) Given the reactants [CH3:1][C:2](C)([O-:4])C.[K+].[CH3:7][C:8]([CH:10]1[CH2:12][CH2:11]1)=[O:9].C(OCC)(=O)C, predict the reaction product. The product is: [CH:10]1([C:8](=[O:9])[CH2:7][C:2](=[O:4])[CH3:1])[CH2:12][CH2:11]1. (4) The product is: [CH2:7]([N:9]1[C:25](=[O:26])[C:24]([OH:30])=[C:13]([C:14]2[CH:19]=[CH:18][C:17]([C:20]([F:23])([F:21])[F:22])=[CH:16][CH:15]=2)[S:10]1(=[O:11])=[O:12])[CH3:8]. Given the reactants CC(C)([O-])C.[K+].[CH2:7]([NH:9][S:10]([CH2:13][C:14]1[CH:19]=[CH:18][C:17]([C:20]([F:23])([F:22])[F:21])=[CH:16][CH:15]=1)(=[O:12])=[O:11])[CH3:8].[C:24](OCC)(=[O:30])[C:25](OCC)=[O:26].Cl, predict the reaction product. (5) The product is: [CH2:60]([Cl:61])[Cl:59].[CH3:6][OH:7].[NH4+:17].[OH-:3].[CH2:29]([O:28][CH2:27][CH2:26][CH2:25][N:21]1[CH2:22][CH2:23][NH:17][C@@H:18]([CH3:19])[C:20]1=[O:36])[C:30]1[CH:31]=[CH:32][CH:33]=[CH:34][CH:35]=1. Given the reactants CS(C)=[O:3].C(Cl)(=O)[C:6](Cl)=[O:7].C(OC(=O)[NH:17][C@H:18]([C:20](=[O:36])[N:21]([CH2:25][CH2:26][CH2:27][O:28][CH2:29][C:30]1[CH:35]=[CH:34][CH:33]=[CH:32][CH:31]=1)[CH2:22][CH2:23]O)[CH3:19])(C)(C)C.C(N(CC)CC)C.C([SiH](CC)CC)C.FC(F)(F)C(O)=O.[Cl:59][CH2:60][Cl:61], predict the reaction product. (6) Given the reactants I[C:2]1[CH:18]=[CH:17][C:5]([CH2:6][N:7]2[CH2:12][CH2:11][CH:10]([C:13]([OH:16])([CH3:15])[CH3:14])[CH2:9][CH2:8]2)=[CH:4][CH:3]=1.[Cl:19][C:20]1[CH:25]=[CH:24][C:23]([C:26]2[CH:31]=[CH:30][C:29]([NH:32][C:33](=[O:36])[C:34]#[CH:35])=[CH:28][CH:27]=2)=[CH:22][CH:21]=1.ClCCl.CO.N, predict the reaction product. The product is: [Cl:19][C:20]1[CH:21]=[CH:22][C:23]([C:26]2[CH:31]=[CH:30][C:29]([NH:32][C:33](=[O:36])[C:34]#[C:35][C:2]3[CH:18]=[CH:17][C:5]([CH2:6][N:7]4[CH2:12][CH2:11][CH:10]([C:13]([OH:16])([CH3:15])[CH3:14])[CH2:9][CH2:8]4)=[CH:4][CH:3]=3)=[CH:28][CH:27]=2)=[CH:24][CH:25]=1. (7) Given the reactants [CH3:1][NH:2][C:3]([C:5]1[C:6]2[C@@H:7]([OH:27])[C@H:8]([OH:26])[C@@H:9]([C:20]3[CH:25]=[CH:24][CH:23]=[CH:22][CH:21]=3)[NH:10][C:11]=2[C:12]2[N:17]=[C:16]([CH3:18])[N:15]([CH3:19])[C:13]=2[CH:14]=1)=[O:4].CS(O)(=O)=O.C(N(CC)CC)C.[CH3:40][O:41][CH2:42][CH2:43]O, predict the reaction product. The product is: [CH3:1][NH:2][C:3]([C:5]1[C:6]2[C@@H:7]([O:27][CH2:43][CH2:42][O:41][CH3:40])[C@H:8]([OH:26])[C@@H:9]([C:20]3[CH:25]=[CH:24][CH:23]=[CH:22][CH:21]=3)[NH:10][C:11]=2[C:12]2[N:17]=[C:16]([CH3:18])[N:15]([CH3:19])[C:13]=2[CH:14]=1)=[O:4].